Task: Predict the reactants needed to synthesize the given product.. Dataset: Full USPTO retrosynthesis dataset with 1.9M reactions from patents (1976-2016) (1) Given the product [NH2:18][C:15]1[CH:14]=[C:13]([CH2:19][OH:30])[CH:12]=[C:17]([CH3:1])[N:16]=1, predict the reactants needed to synthesize it. The reactants are: [CH3:1][Si]([N-][Si](C)(C)C)(C)C.[Li+].F[C:12]1[C:13]([C:19]2C3OC=CC=3C(F)=CC=2)=[CH:14][C:15]([NH2:18])=[N:16][CH:17]=1.Cl.[OH-:30].[Na+]. (2) Given the product [CH2:1]([N:8]1[CH2:13][CH2:12][CH2:11][C@@H:10]([N:14]2[CH:25]=[CH:22][C:17]3[C:16](=[CH:21][CH:20]=[CH:19][CH:18]=3)[C:15]2=[O:23])[CH2:9]1)[C:2]1[CH:3]=[CH:4][CH:5]=[CH:6][CH:7]=1, predict the reactants needed to synthesize it. The reactants are: [CH2:1]([N:8]1[CH2:13][CH2:12][CH2:11][C@@H:10]([NH:14][C:15](=[O:23])[C:16]2[CH:21]=[CH:20][CH:19]=[CH:18][C:17]=2[CH3:22])[CH2:9]1)[C:2]1[CH:7]=[CH:6][CH:5]=[CH:4][CH:3]=1.[Li][CH2:25]CCC.Cl.[OH-].[Na+].